Predict the product of the given reaction. From a dataset of Forward reaction prediction with 1.9M reactions from USPTO patents (1976-2016). (1) Given the reactants Br[C:2]1[CH:7]=[CH:6][C:5]([N+:8]([O-])=O)=[CH:4][C:3]=1[O:11][CH3:12].[S:13]1[C:17]2=[CH:18][CH:19]=[CH:20][C:21]([OH:22])=[C:16]2[CH:15]=[N:14]1.C(=O)([O-])[O-].[K+].[K+].Cl.[OH-].[Na+], predict the reaction product. The product is: [S:13]1[C:17]2[CH:18]=[CH:19][CH:20]=[C:21]([O:22][C:2]3[CH:7]=[CH:6][C:5]([NH2:8])=[CH:4][C:3]=3[O:11][CH3:12])[C:16]=2[CH:15]=[N:14]1. (2) Given the reactants [NH2:1][CH:2]([C:6]1[N:15]([CH2:16][C:17]2[CH:22]=[CH:21][CH:20]=[CH:19][CH:18]=2)[C:14](=[O:23])[C:13]2[C:8](=[CH:9][C:10]([Cl:24])=[CH:11][CH:12]=2)[N:7]=1)[CH:3]([CH3:5])[CH3:4].Br[CH2:26][C:27](=[O:41])[CH2:28][CH2:29][N:30]1[C:38](=[O:39])[C:37]2[C:32](=[CH:33][CH:34]=[CH:35][CH:36]=2)[C:31]1=[O:40].C(=O)([O-])[O-].[K+].[K+], predict the reaction product. The product is: [CH2:16]([N:15]1[C:14](=[O:23])[C:13]2[C:8](=[CH:9][C:10]([Cl:24])=[CH:11][CH:12]=2)[N:7]=[C:6]1[CH:2]([NH:1][CH2:26][C:27](=[O:41])[CH2:28][CH2:29][N:30]1[C:38](=[O:39])[C:37]2[C:32](=[CH:33][CH:34]=[CH:35][CH:36]=2)[C:31]1=[O:40])[CH:3]([CH3:5])[CH3:4])[C:17]1[CH:18]=[CH:19][CH:20]=[CH:21][CH:22]=1. (3) Given the reactants [CH3:1][O:2][C:3]1[CH:16]=[CH:15][C:14]2[C:5](=[C:6]([C:19]([O:21][C:22]3[C:27]([Br:28])=[CH:26][CH:25]=[CH:24][C:23]=3[Br:29])=[O:20])[C:7]3[C:12]([N:13]=2)=[CH:11][CH:10]=[C:9]([O:17][CH3:18])[CH:8]=3)[CH:4]=1.[I:30][CH2:31][CH2:32][CH2:33][C:34]([O:36][N:37]1[C:41](=[O:42])[CH2:40][CH2:39][C:38]1=[O:43])=[O:35], predict the reaction product. The product is: [I-:30].[CH3:18][O:17][C:9]1[CH:10]=[CH:11][C:12]2[C:7](=[C:6]([C:19]([O:21][C:22]3[C:23]([Br:29])=[CH:24][CH:25]=[CH:26][C:27]=3[Br:28])=[O:20])[C:5]3[C:14]([N+:13]=2[CH2:31][CH2:32][CH2:33][C:34]([O:36][N:37]2[C:38](=[O:43])[CH2:39][CH2:40][C:41]2=[O:42])=[O:35])=[CH:15][CH:16]=[C:3]([O:2][CH3:1])[CH:4]=3)[CH:8]=1. (4) Given the reactants [F:1][C:2]1[CH:7]=[C:6]([S:8][CH3:9])[CH:5]=[C:4]([F:10])[C:3]=1[C:11]1[N:16]=[C:15]([C:17]([O:19][CH3:20])=[O:18])[CH:14]=[CH:13][C:12]=1[F:21].S([O-])(O[O-])(=O)=[O:23].[K+].[K+], predict the reaction product. The product is: [F:1][C:2]1[CH:7]=[C:6]([S:8]([CH3:9])=[O:23])[CH:5]=[C:4]([F:10])[C:3]=1[C:11]1[N:16]=[C:15]([C:17]([O:19][CH3:20])=[O:18])[CH:14]=[CH:13][C:12]=1[F:21]. (5) Given the reactants [CH3:1][O:2][C:3]1[CH:4]=[C:5]([CH2:20][C:21]([OH:23])=O)[CH:6]=[CH:7][C:8]=1[NH:9][C:10]([NH:12][C:13]1[CH:18]=[CH:17][CH:16]=[CH:15][C:14]=1[Br:19])=[O:11].[NH2:24][C@@H:25]([CH3:44])[CH2:26][O:27][C:28]1[CH:43]=[CH:42][C:31]([C:32]([O:34][CH2:35][C:36]2[CH:41]=[CH:40][CH:39]=[CH:38][CH:37]=2)=[O:33])=[CH:30][CH:29]=1.C(Cl)CCl.C1C=CC2N(O)N=NC=2C=1, predict the reaction product. The product is: [CH3:1][O:2][C:3]1[CH:4]=[C:5]([CH2:20][C:21]([NH:24][C@@H:25]([CH3:44])[CH2:26][O:27][C:28]2[CH:43]=[CH:42][C:31]([C:32]([O:34][CH2:35][C:36]3[CH:37]=[CH:38][CH:39]=[CH:40][CH:41]=3)=[O:33])=[CH:30][CH:29]=2)=[O:23])[CH:6]=[CH:7][C:8]=1[NH:9][C:10]([NH:12][C:13]1[CH:18]=[CH:17][CH:16]=[CH:15][C:14]=1[Br:19])=[O:11]. (6) Given the reactants [O:1]1[CH2:6][CH2:5][CH:4]([CH2:7][OH:8])[CH2:3][CH2:2]1.N1C(C)=CC=CC=1C.[F:17][C:18]([F:31])([F:30])[S:19](O[S:19]([C:18]([F:31])([F:30])[F:17])(=[O:21])=[O:20])(=[O:21])=[O:20], predict the reaction product. The product is: [F:17][C:18]([F:31])([F:30])[S:19]([O:8][CH2:7][CH:4]1[CH2:5][CH2:6][O:1][CH2:2][CH2:3]1)(=[O:21])=[O:20]. (7) Given the reactants [C:1]([OH:12])(=[O:11])[CH2:2][CH2:3][CH2:4][CH2:5][CH2:6][CH2:7][CH2:8][CH:9]=[CH2:10].C(OOC(C)(C)C)(C)(C)C, predict the reaction product. The product is: [C:1]([OH:12])(=[O:11])[CH:2]=[CH:3][CH2:4][CH2:5][CH2:6][CH2:7][CH2:8][CH2:9][CH3:10]. (8) Given the reactants [C:12]([O:11][C:9](O[C:9]([O:11][C:12]([CH3:15])([CH3:14])[CH3:13])=[O:10])=[O:10])([CH3:15])([CH3:14])[CH3:13].[CH2:16]([NH2:19])[CH2:17][NH2:18], predict the reaction product. The product is: [NH2:18][CH2:17][CH2:16][NH:19][C:9](=[O:10])[O:11][C:12]([CH3:13])([CH3:14])[CH3:15].